From a dataset of Forward reaction prediction with 1.9M reactions from USPTO patents (1976-2016). Predict the product of the given reaction. (1) Given the reactants [NH2:1][C:2]1[N:7]=[CH:6][C:5]([C:8]2[N:9]=[C:10]([N:20]3[CH2:25][CH2:24][O:23][CH2:22][CH2:21]3)[C:11]3[S:16][C:15]([C:17](O)=[O:18])=[CH:14][C:12]=3[N:13]=2)=[CH:4][N:3]=1.C1N=CN(C(N2C=NC=C2)=O)C=1.O[N:39]=[C:40]([NH2:44])[CH2:41][CH2:42][OH:43], predict the reaction product. The product is: [NH2:1][C:2]1[N:7]=[CH:6][C:5]([C:8]2[N:9]=[C:10]([N:20]3[CH2:21][CH2:22][O:23][CH2:24][CH2:25]3)[C:11]3[S:16][C:15]([C:17]4[O:18][N:44]=[C:40]([CH2:41][CH2:42][OH:43])[N:39]=4)=[CH:14][C:12]=3[N:13]=2)=[CH:4][N:3]=1. (2) The product is: [CH:1]1([CH:7]([NH:24][C:25]2[CH:30]=[CH:29][C:28]([C:31]([N:33]([CH3:41])[CH2:34][CH2:35][C:36]([O:38][CH2:39][CH3:40])=[O:37])=[O:32])=[CH:27][CH:26]=2)[C:8]2[O:9][C:10]3[CH:17]=[CH:16][C:15]([O:18][CH2:19][CH2:20][CH2:21][S:44]([CH3:48])(=[O:46])=[O:43])=[CH:14][C:11]=3[C:12]=2[CH3:13])[CH2:2][CH2:3][CH2:4][CH2:5][CH2:6]1. Given the reactants [CH:1]1([CH:7]([NH:24][C:25]2[CH:30]=[CH:29][C:28]([C:31]([N:33]([CH3:41])[CH2:34][CH2:35][C:36]([O:38][CH2:39][CH3:40])=[O:37])=[O:32])=[CH:27][CH:26]=2)[C:8]2[O:9][C:10]3[CH:17]=[CH:16][C:15]([O:18][CH2:19][CH2:20][CH2:21]SC)=[CH:14][C:11]=3[C:12]=2[CH3:13])[CH2:6][CH2:5][CH2:4][CH2:3][CH2:2]1.O[O:43][S:44]([O-:46])=O.[K+].[CH3:48]O, predict the reaction product. (3) Given the reactants [CH2:1]([O:3][C:4]([N:6]1[CH2:11][CH2:10][N:9]([C:12](=[O:44])[C@@H:13]([NH:26]C(OCC2C3C=CC=CC=3C3C2=CC=CC=3)=O)[CH2:14][CH2:15][CH2:16][CH2:17][O:18][CH2:19][C:20]2[CH:25]=[CH:24][CH:23]=[CH:22][CH:21]=2)[CH2:8][CH2:7]1)=[O:5])[CH3:2].N1CCOCC1, predict the reaction product. The product is: [CH2:1]([O:3][C:4]([N:6]1[CH2:11][CH2:10][N:9]([C:12](=[O:44])[C@@H:13]([NH2:26])[CH2:14][CH2:15][CH2:16][CH2:17][O:18][CH2:19][C:20]2[CH:25]=[CH:24][CH:23]=[CH:22][CH:21]=2)[CH2:8][CH2:7]1)=[O:5])[CH3:2]. (4) Given the reactants [CH3:1][C:2]1[CH:3]=[CH:4][C:5]([NH:12][C:13]2[N:18]=[C:17]([N:19]([C:21]3[CH:22]=[CH:23][C:24]4[C:28]([CH:29]=3)=[N:27][N:26]([CH3:30])[C:25]=4[CH3:31])[CH3:20])[CH:16]=[CH:15][N:14]=2)=[CH:6][C:7]=1[S:8]([NH2:11])(=[O:10])=[O:9].Cl.C(ON)(=O)C(C)=C, predict the reaction product. The product is: [CH3:1][C:2]1[CH:3]=[CH:4][C:5]([NH:12][C:13]2[N:18]=[C:17]([N:19]([C:21]3[CH:22]=[CH:23][C:24]4[C:28]([CH:29]=3)=[N:27][N:26]([CH3:30])[C:25]=4[CH3:31])[CH3:20])[CH:16]=[CH:15][N:14]=2)=[CH:6][C:7]=1[S:8]([NH2:11])(=[O:9])=[O:10]. (5) Given the reactants [F:1][C:2]1[CH:3]=[C:4]([CH:8]=[CH:9][C:10]=1[N+:11]([O-:13])=[O:12])[C:5]([OH:7])=[O:6].[C:14](O)([CH3:17])([CH3:16])[CH3:15].Cl.C(N=C=NCCCN(C)C)C.C(=O)([O-])O.[Na+], predict the reaction product. The product is: [F:1][C:2]1[CH:3]=[C:4]([CH:8]=[CH:9][C:10]=1[N+:11]([O-:13])=[O:12])[C:5]([O:7][C:14]([CH3:17])([CH3:16])[CH3:15])=[O:6]. (6) The product is: [C:15]([O:14][C:12]([N:11]1[CH:10]([CH3:19])[C:9](=[O:8])[CH:23]([C:24]([O:26][CH2:27][C:28]2[CH:33]=[CH:32][CH:31]=[CH:30][CH:29]=2)=[O:25])[CH:22]1[C:21]([O:35][CH2:36][C:37]1[CH:42]=[CH:41][CH:40]=[CH:39][CH:38]=1)=[O:34])=[O:13])([CH3:18])([CH3:17])[CH3:16]. Given the reactants C([O:8][C:9](=O)[C@@H:10]([CH3:19])[NH:11][C:12]([O:14][C:15]([CH3:18])([CH3:17])[CH3:16])=[O:13])C1C=CC=CC=1.[C:21]([O:35][CH2:36][C:37]1[CH:42]=[CH:41][CH:40]=[CH:39][CH:38]=1)(=[O:34])/[CH:22]=[CH:23]/[C:24]([O:26][CH2:27][C:28]1[CH:33]=[CH:32][CH:31]=[CH:30][CH:29]=1)=[O:25].[H-].[Na+], predict the reaction product. (7) Given the reactants [F:1][C:2]1[CH:3]=[C:4]2[C:8](=[CH:9][CH:10]=1)[NH:7][C:6]([C:11]1[CH:12]=[N:13][C:14](F)=[CH:15][CH:16]=1)=[CH:5]2.[CH3:18][NH2:19], predict the reaction product. The product is: [F:1][C:2]1[CH:3]=[C:4]2[C:8](=[CH:9][CH:10]=1)[NH:7][C:6]([C:11]1[CH:16]=[CH:15][C:14]([NH:19][CH3:18])=[N:13][CH:12]=1)=[CH:5]2.